From a dataset of Catalyst prediction with 721,799 reactions and 888 catalyst types from USPTO. Predict which catalyst facilitates the given reaction. (1) Reactant: [Cl:1][C:2]1[CH:7]=[CH:6][C:5]([C:8]2([CH3:22])[C:12]([C:13]3[CH:18]=[CH:17][C:16]([Cl:19])=[CH:15][CH:14]=3)=[N:11][S:10](=[O:21])(=[O:20])[NH:9]2)=[CH:4][CH:3]=1.[BH4-].[Na+]. Product: [Cl:1][C:2]1[CH:3]=[CH:4][C:5]([C:8]2([CH3:22])[CH:12]([C:13]3[CH:18]=[CH:17][C:16]([Cl:19])=[CH:15][CH:14]=3)[NH:11][S:10](=[O:21])(=[O:20])[NH:9]2)=[CH:6][CH:7]=1. The catalyst class is: 8. (2) The catalyst class is: 11. Product: [F:1][C:2]([F:12])([F:13])[C:3]1[CH:4]=[CH:5][C:6]([NH:9][C:10](=[O:11])[O:14][CH:15]2[CH2:20][CH2:19][CH2:18][N:17]([CH3:21])[CH2:16]2)=[CH:7][CH:8]=1. Reactant: [F:1][C:2]([F:13])([F:12])[C:3]1[CH:8]=[CH:7][C:6]([N:9]=[C:10]=[O:11])=[CH:5][CH:4]=1.[OH:14][CH:15]1[CH2:20][CH2:19][CH2:18][N:17]([CH3:21])[CH2:16]1. (3) Reactant: [Cl:1][C:2]1[C:3]([O:8][C@@H:9]([CH3:14])[C:10]([F:13])([F:12])[F:11])=[N:4][CH:5]=[CH:6][CH:7]=1.[CH3:15][C:16]1([CH3:32])[C:20]([CH3:22])([CH3:21])[O:19][B:18]([B:18]2[O:19][C:20]([CH3:22])([CH3:21])[C:16]([CH3:32])([CH3:15])[O:17]2)[O:17]1.C(C1C=CN=C(C2C=C(C(C)(C)C)C=CN=2)C=1)(C)(C)C.N#N. The catalyst class is: 237. Product: [Cl:1][C:2]1[C:3]([O:8][C@@H:9]([CH3:14])[C:10]([F:12])([F:13])[F:11])=[N:4][CH:5]=[C:6]([B:18]2[O:19][C:20]([CH3:22])([CH3:21])[C:16]([CH3:32])([CH3:15])[O:17]2)[CH:7]=1. (4) Reactant: [CH3:1][O:2][C:3]1[CH:8]=[CH:7][C:6]([C:9]2[CH:14]=[CH:13][C:12](/[CH:15]=[CH:16]/[C@@H:17]3[O:26][C@H:20]4[O:21][C:22]([CH3:25])([CH3:24])[O:23][C@H:19]4[C@H:18]3[CH2:27][CH2:28][N:29]3[C:34](=[O:35])[C:33]4[CH:36]=[CH:37][CH:38]=[CH:39][C:32]=4[N:31]=[N:30]3)=[CH:11][CH:10]=2)=[CH:5][CH:4]=1. Product: [CH3:1][O:2][C:3]1[CH:8]=[CH:7][C:6]([C:9]2[CH:10]=[CH:11][C:12]([CH2:15][CH2:16][C@@H:17]3[O:26][C@H:20]4[O:21][C:22]([CH3:24])([CH3:25])[O:23][C@H:19]4[C@H:18]3[CH2:27][CH2:28][N:29]3[C:34](=[O:35])[C:33]4[CH:36]=[CH:37][CH:38]=[CH:39][C:32]=4[N:31]=[N:30]3)=[CH:13][CH:14]=2)=[CH:5][CH:4]=1. The catalyst class is: 153. (5) Reactant: ClC1C=CC=C(C(OO)=O)C=1.[F:12][C:13]1[CH:18]=[C:17]([N:19]([CH2:26][C:27]2[C:36]3S[CH2:34][CH2:33][N:32]([CH2:37][CH2:38][O:39][C:40]4[CH:45]=[CH:44][CH:43]=[CH:42][CH:41]=4)[C:31]=3[CH:30]=[CH:29][CH:28]=2)[C:20](=[O:25])[C:21]([F:24])([F:23])[F:22])[CH:16]=[CH:15][C:14]=1[CH2:46][CH2:47][C:48]([O:50][CH2:51][CH3:52])=[O:49].[S:53]([O-:56])(O)=[O:54].[Na+]. Product: [O:54]=[S:53]1(=[O:56])[C:36]2[C:27]([CH2:26][N:19]([C:20](=[O:25])[C:21]([F:23])([F:22])[F:24])[C:17]3[CH:16]=[CH:15][C:14]([CH2:46][CH2:47][C:48]([O:50][CH2:51][CH3:52])=[O:49])=[C:13]([F:12])[CH:18]=3)=[CH:28][CH:29]=[CH:30][C:31]=2[N:32]([CH2:37][CH2:38][O:39][C:40]2[CH:45]=[CH:44][CH:43]=[CH:42][CH:41]=2)[CH2:33][CH2:34]1. The catalyst class is: 22. (6) The catalyst class is: 2. Product: [CH2:1]([O:8][CH2:9][CH:10]1[O:15][C:14]2[CH:16]=[CH:17][C:18]([CH2:20][CH2:21][Br:43])=[CH:19][C:13]=2[O:12][CH2:11]1)[C:2]1[CH:7]=[CH:6][CH:5]=[CH:4][CH:3]=1. Reactant: [CH2:1]([O:8][CH2:9][CH:10]1[O:15][C:14]2[CH:16]=[CH:17][C:18]([CH2:20][CH2:21]O)=[CH:19][C:13]=2[O:12][CH2:11]1)[C:2]1[CH:7]=[CH:6][CH:5]=[CH:4][CH:3]=1.C1C=CC(P(C2C=CC=CC=2)C2C=CC=CC=2)=CC=1.C(Br)(Br)(Br)[Br:43].O. (7) Reactant: [Br:1][C:2]1[CH:3]=[CH:4][C:5]2[C:6]3[N:14]([CH2:15][CH:16]([CH3:18])[CH3:17])[C:13]([CH2:19][Cl:20])=[N:12][C:7]=3[CH:8]=[N:9][C:10]=2[CH:11]=1.C1C=C(Cl)C=C(C(OO)=O)C=1.[OH-].[NH4+:33].C1(C)C=CC(S(Cl)(=O)=O)=CC=1. Product: [Br:1][C:2]1[CH:3]=[CH:4][C:5]2[C:6]3[N:14]([CH2:15][CH:16]([CH3:18])[CH3:17])[C:13]([CH2:19][Cl:20])=[N:12][C:7]=3[C:8]([NH2:33])=[N:9][C:10]=2[CH:11]=1. The catalyst class is: 22. (8) Reactant: C1(=O)[NH:5]C(=O)C2=CC=CC=C12.[K].[CH2:13]([O:18][C:19]1[CH:20]=[C:21]2[C:26](=[CH:27][CH:28]=1)[O:25][CH2:24][C:23]([CH2:29]Br)=[CH:22]2)[CH2:14][CH2:15][CH2:16][CH3:17]. Product: [CH2:13]([O:18][C:19]1[CH:20]=[C:21]2[C:26](=[CH:27][CH:28]=1)[O:25][CH2:24][C:23]([CH2:29][NH2:5])=[CH:22]2)[CH2:14][CH2:15][CH2:16][CH3:17]. The catalyst class is: 18.